From a dataset of Forward reaction prediction with 1.9M reactions from USPTO patents (1976-2016). Predict the product of the given reaction. (1) Given the reactants [NH:1]1[C:5]2[CH:6]=[CH:7][CH:8]=[CH:9][C:4]=2[N:3]=[C:2]1[CH:10]1[CH2:15][CH2:14][CH2:13][CH:12]([NH:16][C:17]([C:19]2[CH:28]=[CH:27][C:22]3[O:23][CH2:24][CH2:25][O:26][C:21]=3[CH:20]=2)=[O:18])[CH2:11]1.Br[CH2:30][CH2:31][O:32][CH3:33].C(=O)([O-])[O-].[K+].[K+], predict the reaction product. The product is: [CH3:33][O:32][CH2:31][CH2:30][N:1]1[C:5]2[CH:6]=[CH:7][CH:8]=[CH:9][C:4]=2[N:3]=[C:2]1[CH:10]1[CH2:15][CH2:14][CH2:13][CH:12]([NH:16][C:17]([C:19]2[CH:28]=[CH:27][C:22]3[O:23][CH2:24][CH2:25][O:26][C:21]=3[CH:20]=2)=[O:18])[CH2:11]1. (2) Given the reactants [Cl:1][C:2]1[CH:7]=[C:6]([C:8]2[N:9]=[C:10](O)[C:11]3[C:17]([O:18][CH3:19])=[CH:16][N:15]=[CH:14][C:12]=3[N:13]=2)[CH:5]=[CH:4][N:3]=1.[OH:21][CH2:22][CH:23]1[CH:28]([OH:29])[CH2:27][CH2:26][NH:25][CH2:24]1.C(OC(N1CCN(C2C3C(C4CC4)=CN=CC=3N=C(C3C=CN=C(Cl)C=3)N=2)CC1)=O)(C)(C)C, predict the reaction product. The product is: [Cl:1][C:2]1[CH:7]=[C:6]([C:8]2[N:9]=[C:10]([N:25]3[CH2:26][CH2:27][CH:28]([OH:29])[CH:23]([CH2:22][OH:21])[CH2:24]3)[C:11]3[C:17]([O:18][CH3:19])=[CH:16][N:15]=[CH:14][C:12]=3[N:13]=2)[CH:5]=[CH:4][N:3]=1. (3) Given the reactants [C:1]([O:7][C@H:8]1[C@@H:14]([O:15][C:16](=[O:21])[C:17]([CH3:20])([CH3:19])[CH3:18])[C@H:13]([O:22][C:23](=[O:28])[C:24]([CH3:27])([CH3:26])[CH3:25])[C@@H:12]([CH2:29][O:30][C:31](=[O:36])[C:32]([CH3:35])([CH3:34])[CH3:33])[O:11][CH:9]1[OH:10])(=[O:6])[C:2]([CH3:5])([CH3:4])[CH3:3].[OH-].[K+].C([O:46][C:47](=[O:54])[CH2:48][CH2:49][CH2:50][CH2:51][CH2:52]Br)C1C=CC=CC=1.COC(C)(C)C, predict the reaction product. The product is: [C:1]([O:7][C@H:8]1[C@@H:14]([O:15][C:16](=[O:21])[C:17]([CH3:18])([CH3:20])[CH3:19])[C@H:13]([O:22][C:23](=[O:28])[C:24]([CH3:27])([CH3:26])[CH3:25])[C@@H:12]([CH2:29][O:30][C:31](=[O:36])[C:32]([CH3:35])([CH3:34])[CH3:33])[O:11][CH:9]1[O:10][CH2:52][CH2:51][CH2:50][CH2:49][CH2:48][C:47]([OH:54])=[O:46])(=[O:6])[C:2]([CH3:5])([CH3:4])[CH3:3]. (4) Given the reactants [Cl:1][C:2]1[CH:3]=[C:4]([C:9]2[N:14]=[C:13]([CH3:15])[N:12]=[C:11]([S:16][CH2:17][C:18]([NH2:20])=[O:19])[C:10]=2[C:21]#[N:22])[CH:5]=[CH:6][C:7]=1[Cl:8], predict the reaction product. The product is: [NH2:22][C:21]1[C:10]2[C:9]([C:4]3[CH:5]=[CH:6][C:7]([Cl:8])=[C:2]([Cl:1])[CH:3]=3)=[N:14][C:13]([CH3:15])=[N:12][C:11]=2[S:16][C:17]=1[C:18]([NH2:20])=[O:19]. (5) Given the reactants [CH3:1][C:2]1[C:7]2[N:8]3[CH:13]=[C:12]([CH2:14][OH:15])[N:11]=[C:9]3[S:10][C:6]=2[CH:5]=[CH:4][CH:3]=1, predict the reaction product. The product is: [CH:14]([C:12]1[N:11]=[C:9]2[N:8]([CH:13]=1)[C:7]1[C:2]([CH3:1])=[CH:3][CH:4]=[CH:5][C:6]=1[S:10]2)=[O:15]. (6) Given the reactants C[O:2][C:3](=[O:32])[CH:4]([NH:10][C:11]([C:13]1[N:14]=[C:15]2[C:20]([C:21]([F:24])([F:23])[F:22])=[CH:19][C:18]([C:25]3[O:26][CH:27]=[CH:28][CH:29]=3)=[CH:17][N:16]2[C:30]=1[Cl:31])=[O:12])[C:5]1[S:6][CH:7]=[CH:8][CH:9]=1.O[Li].O.Cl, predict the reaction product. The product is: [Cl:31][C:30]1[N:16]2[CH:17]=[C:18]([C:25]3[O:26][CH:27]=[CH:28][CH:29]=3)[CH:19]=[C:20]([C:21]([F:24])([F:23])[F:22])[C:15]2=[N:14][C:13]=1[C:11]([NH:10][CH:4]([C:5]1[S:6][CH:7]=[CH:8][CH:9]=1)[C:3]([OH:32])=[O:2])=[O:12]. (7) Given the reactants [CH:1]1([C@H:5]([NH:7][C:8]2[N:16]=[C:15]([C:17]#[N:18])[N:14]=[C:13]3[C:9]=2[N:10]([CH2:19][C@H:20]2[CH2:25][CH2:24][C@H:23]([CH3:26])[CH2:22][CH2:21]2)[CH:11]=[N:12]3)[CH3:6])[CH2:4][CH2:3][CH2:2]1.C1C(=O)N([Br:34])C(=O)C1, predict the reaction product. The product is: [Br:34][C:11]1[N:10]([CH2:19][C@H:20]2[CH2:21][CH2:22][C@H:23]([CH3:26])[CH2:24][CH2:25]2)[C:9]2[C:13](=[N:14][C:15]([C:17]#[N:18])=[N:16][C:8]=2[NH:7][C@@H:5]([CH:1]2[CH2:4][CH2:3][CH2:2]2)[CH3:6])[N:12]=1. (8) Given the reactants Br[C:2]1[CH:3]=[CH:4][C:5]2[C:6]3[S:15][C:14]([CH2:16][CH2:17][CH3:18])=[N:13][C:7]=3[C:8]([NH2:12])=[N:9][C:10]=2[CH:11]=1.[CH2:19]([N:21]([CH2:33][CH3:34])[C:22]([C:24]1[CH:25]=[C:26](B(O)O)[CH:27]=[CH:28][CH:29]=1)=[O:23])[CH3:20], predict the reaction product. The product is: [NH2:12][C:8]1[C:7]2[N:13]=[C:14]([CH2:16][CH2:17][CH3:18])[S:15][C:6]=2[C:5]2[CH:4]=[CH:3][C:2]([C:28]3[CH:29]=[C:24]([CH:25]=[CH:26][CH:27]=3)[C:22]([N:21]([CH2:19][CH3:20])[CH2:33][CH3:34])=[O:23])=[CH:11][C:10]=2[N:9]=1. (9) Given the reactants [Cl:1][C:2]1[CH:9]=[CH:8][C:5]([CH:6]=O)=[C:4]([CH3:10])[CH:3]=1.C(O)(=O)C.[N+:15]([CH3:18])([O-:17])=[O:16], predict the reaction product. The product is: [Cl:1][C:2]1[CH:9]=[CH:8][C:5](/[CH:6]=[CH:18]/[N+:15]([O-:17])=[O:16])=[C:4]([CH3:10])[CH:3]=1. (10) Given the reactants [CH2:1]([O:8][C:9]([NH:11][CH2:12][CH2:13][CH2:14][C@@H:15]([C:27]([NH:29][C@H:30]1[CH2:34][CH2:33][CH2:32][C@H:31]1[C:35]([O:37]CC(=O)C1C=CC=CC=1)=[O:36])=[O:28])[NH:16][C:17]([C:19]1[N:20]([CH3:26])[C:21]([CH3:25])=[C:22]([CH3:24])[CH:23]=1)=[O:18])=[O:10])[C:2]1[CH:7]=[CH:6][CH:5]=[CH:4][CH:3]=1.CN(C=O)C.C(O)(=O)C, predict the reaction product. The product is: [CH2:1]([O:8][C:9]([NH:11][CH2:12][CH2:13][CH2:14][C@@H:15]([C:27]([NH:29][C@H:30]1[CH2:34][CH2:33][CH2:32][C@H:31]1[C:35]([OH:37])=[O:36])=[O:28])[NH:16][C:17]([C:19]1[N:20]([CH3:26])[C:21]([CH3:25])=[C:22]([CH3:24])[CH:23]=1)=[O:18])=[O:10])[C:2]1[CH:3]=[CH:4][CH:5]=[CH:6][CH:7]=1.